Dataset: Catalyst prediction with 721,799 reactions and 888 catalyst types from USPTO. Task: Predict which catalyst facilitates the given reaction. (1) The catalyst class is: 10. Reactant: [F:1][C:2]1[N:7]=[C:6]([NH2:8])[CH:5]=[CH:4][C:3]=1[CH2:9][C:10]1[C:18]2[C:13](=[N:14][CH:15]=[C:16]([CH3:19])[CH:17]=2)[NH:12][CH:11]=1.[F:20][C:21]1[CH:22]=[C:23]([CH:29]=O)[C:24](=[O:28])[N:25]([CH3:27])[CH:26]=1.C([SiH](CC)CC)C.FC(F)(F)C(O)=O. Product: [F:20][C:21]1[CH:22]=[C:23]([CH2:29][NH:8][C:6]2[CH:5]=[CH:4][C:3]([CH2:9][C:10]3[C:18]4[C:13](=[N:14][CH:15]=[C:16]([CH3:19])[CH:17]=4)[NH:12][CH:11]=3)=[C:2]([F:1])[N:7]=2)[C:24](=[O:28])[N:25]([CH3:27])[CH:26]=1. (2) Reactant: Cl[C:2]1[C:7]([C:8]2[N:13]=[C:12]([CH3:14])[N:11]=[C:10]([NH2:15])[N:9]=2)=[CH:6][C:5]([F:16])=[CH:4][N:3]=1.[F:17][C:18]1[CH:19]=[C:20]([NH2:26])[CH:21]=[N:22][C:23]=1[O:24][CH3:25].[Li+].C[Si]([N-][Si](C)(C)C)(C)C. Product: [F:16][C:5]1[CH:6]=[C:7]([C:8]2[N:13]=[C:12]([CH3:14])[N:11]=[C:10]([NH2:15])[N:9]=2)[C:2]([NH:26][C:20]2[CH:21]=[N:22][C:23]([O:24][CH3:25])=[C:18]([F:17])[CH:19]=2)=[N:3][CH:4]=1. The catalyst class is: 1. (3) Reactant: [CH3:1][C:2]([CH3:27])([CH3:26])[C:3]#[C:4][C:5]1[S:9][C:8]([C:10]([O:12][CH3:13])=[O:11])=[C:7]([NH:14][C@@H:15]([CH2:24][CH3:25])[C:16]([N:18]2[CH2:23][CH2:22][O:21][CH2:20][CH2:19]2)=[O:17])[CH:6]=1.[Cl:28][C:29]1[CH:37]=[C:36]([Cl:38])[CH:35]=[CH:34][C:30]=1[C:31](Cl)=[O:32].N1C=CC=CC=1. Product: [CH3:1][C:2]([CH3:26])([CH3:27])[C:3]#[C:4][C:5]1[S:9][C:8]([C:10]([O:12][CH3:13])=[O:11])=[C:7]([N:14]([C:31](=[O:32])[C:30]2[CH:34]=[CH:35][C:36]([Cl:38])=[CH:37][C:29]=2[Cl:28])[C@H:15]([C:16]([N:18]2[CH2:23][CH2:22][O:21][CH2:20][CH2:19]2)=[O:17])[CH2:24][CH3:25])[CH:6]=1. The catalyst class is: 525. (4) Reactant: [F:1][C:2]1[CH:7]=[C:6]([F:8])[CH:5]=[CH:4][C:3]=1[C@@:9]1([CH2:13][N:14]2[CH:18]=[N:17][CH:16]=[N:15]2)[C@H:11]([CH3:12])[O:10]1.C(=O)([O-])[O-].[Ca+2].[NH:24]1[CH:28]=[C:27](/[CH:29]=[CH:30]/[C:31]2[CH:38]=[CH:37][C:34]([C:35]#[N:36])=[CH:33][CH:32]=2)[CH:26]=[N:25]1. Product: [F:1][C:2]1[CH:7]=[C:6]([F:8])[CH:5]=[CH:4][C:3]=1[C@@:9]([OH:10])([CH2:13][N:14]1[CH:18]=[N:17][CH:16]=[N:15]1)[C@H:11]([N:24]1[CH:28]=[C:27](/[CH:29]=[CH:30]/[C:31]2[CH:38]=[CH:37][C:34]([C:35]#[N:36])=[CH:33][CH:32]=2)[CH:26]=[N:25]1)[CH3:12]. The catalyst class is: 9. (5) Reactant: [NH2:1][C:2]1[C:7]([C:8]#[C:9][CH2:10][OH:11])=[N:6][C:5]([S:12][CH3:13])=[CH:4][N:3]=1.O. Product: [CH3:13][S:12][C:5]1[N:6]=[C:7]2[CH:8]=[C:9]([CH2:10][OH:11])[NH:1][C:2]2=[N:3][CH:4]=1. The catalyst class is: 590. (6) Reactant: Br[C:2]1[CH:3]=[C:4]2[C:9](=[O:10])[N:8]3[CH2:11][CH2:12][NH:13][C:7]3([C:14]3[CH:19]=[CH:18][C:17]([O:20][CH3:21])=[CH:16][CH:15]=3)[CH2:6][N:5]2[CH:22]=1.[CH3:23][N:24](C=O)C. Product: [CH3:21][O:20][C:17]1[CH:18]=[CH:19][C:14]([C:7]23[NH:13][CH2:12][CH2:11][N:8]2[C:9](=[O:10])[C:4]2[N:5]([CH:22]=[C:2]([C:23]#[N:24])[CH:3]=2)[CH2:6]3)=[CH:15][CH:16]=1. The catalyst class is: 507. (7) Reactant: [NH2:1][C:2]1[CH:10]=[CH:9][CH:8]=[C:7]2[C:3]=1[C:4](=[O:22])[N:5]([C:12]1[CH:17]=[CH:16][C:15]([C:18]([CH3:21])([CH3:20])[CH3:19])=[CH:14][CH:13]=1)[C:6]2=[O:11].[N:23]1[CH:28]=[CH:27][C:26]([CH:29]=O)=[CH:25][CH:24]=1.[BH-](OC(C)=O)(OC(C)=O)OC(C)=O.[Na+]. Product: [C:18]([C:15]1[CH:16]=[CH:17][C:12]([N:5]2[C:4](=[O:22])[C:3]3[C:7](=[CH:8][CH:9]=[CH:10][C:2]=3[NH:1][CH2:29][C:26]3[CH:27]=[CH:28][N:23]=[CH:24][CH:25]=3)[C:6]2=[O:11])=[CH:13][CH:14]=1)([CH3:19])([CH3:21])[CH3:20]. The catalyst class is: 26.